This data is from NCI-60 drug combinations with 297,098 pairs across 59 cell lines. The task is: Regression. Given two drug SMILES strings and cell line genomic features, predict the synergy score measuring deviation from expected non-interaction effect. (1) Drug 1: CC1C(C(CC(O1)OC2CC(OC(C2O)C)OC3=CC4=CC5=C(C(=O)C(C(C5)C(C(=O)C(C(C)O)O)OC)OC6CC(C(C(O6)C)O)OC7CC(C(C(O7)C)O)OC8CC(C(C(O8)C)O)(C)O)C(=C4C(=C3C)O)O)O)O. Drug 2: CC(C)NC(=O)C1=CC=C(C=C1)CNNC.Cl. Cell line: CCRF-CEM. Synergy scores: CSS=61.8, Synergy_ZIP=2.07, Synergy_Bliss=2.63, Synergy_Loewe=-45.3, Synergy_HSA=-0.606. (2) Drug 1: C1CN1C2=NC(=NC(=N2)N3CC3)N4CC4. Drug 2: COC1=C(C=C2C(=C1)N=CN=C2NC3=CC(=C(C=C3)F)Cl)OCCCN4CCOCC4. Cell line: SW-620. Synergy scores: CSS=20.2, Synergy_ZIP=-0.639, Synergy_Bliss=-2.75, Synergy_Loewe=-13.0, Synergy_HSA=-3.61.